Dataset: Catalyst prediction with 721,799 reactions and 888 catalyst types from USPTO. Task: Predict which catalyst facilitates the given reaction. (1) Reactant: [OH-].[K+].[C:3]([C:6]1[N:11]=[C:10]([C:12]2[CH:17]=[CH:16][C:15]([C:18]3[C:23]([F:24])=[CH:22][C:21]([CH:25]([CH3:30])[C:26]([O:28]C)=[O:27])=[CH:20][C:19]=3[F:31])=[CH:14][CH:13]=2)[C:9]([CH3:32])=[N:8][C:7]=1[CH3:33])(=[O:5])[NH2:4]. Product: [C:3]([C:6]1[N:11]=[C:10]([C:12]2[CH:13]=[CH:14][C:15]([C:18]3[C:23]([F:24])=[CH:22][C:21]([CH:25]([CH3:30])[C:26]([OH:28])=[O:27])=[CH:20][C:19]=3[F:31])=[CH:16][CH:17]=2)[C:9]([CH3:32])=[N:8][C:7]=1[CH3:33])(=[O:5])[NH2:4]. The catalyst class is: 218. (2) Reactant: [C:1]([C:3]1[S:7][C:6]([NH:8][C:9]2[CH:14]=[C:13]([N:15]3[CH2:20][CH2:19][N:18]([CH3:21])[CH2:17][CH2:16]3)[N:12]=[C:11]([S:22][CH:23]3[CH2:28][CH2:27][N:26](C(OC(C)(C)C)=O)[CH2:25][CH2:24]3)[N:10]=2)=[N:5][CH:4]=1)#[N:2]. Product: [NH:26]1[CH2:27][CH2:28][CH:23]([S:22][C:11]2[N:10]=[C:9]([NH:8][C:6]3[S:7][C:3]([C:1]#[N:2])=[CH:4][N:5]=3)[CH:14]=[C:13]([N:15]3[CH2:16][CH2:17][N:18]([CH3:21])[CH2:19][CH2:20]3)[N:12]=2)[CH2:24][CH2:25]1. The catalyst class is: 209. (3) Reactant: [Cl-].[Al+3].[Cl-].[Cl-].[CH3:5][C:6]1[CH:11]2[C:12]([CH3:14])([CH3:13])[CH:9]([CH2:10]2)[CH2:8][CH:7]=1.CC1(C)C2CC1CCC2=C.C=CC1C=CC=CC=1. Product: [CH3:5][C:6]1[CH2:11][CH2:10][C@@H:9]([C:12]([CH3:14])=[CH2:13])[CH2:8][CH:7]=1. The catalyst class is: 113. (4) Reactant: [C:1]([C:3]1[CH:4]=[C:5]([C:9]([O:11]CC)=[O:10])[NH:6][C:7]=1[CH3:8])#[N:2].[Li+].[OH-].Cl. Product: [C:1]([C:3]1[CH:4]=[C:5]([C:9]([OH:11])=[O:10])[NH:6][C:7]=1[CH3:8])#[N:2]. The catalyst class is: 24. (5) Reactant: [C:1]([O:5][C:6]([N:8]1[CH2:11][CH:10]([OH:12])[CH2:9]1)=[O:7])([CH3:4])([CH3:3])[CH3:2].C(N(CC)CC)C.[CH3:20][S:21](Cl)(=[O:23])=[O:22].O. Product: [CH3:20][S:21]([O:12][CH:10]1[CH2:11][N:8]([C:6]([O:5][C:1]([CH3:4])([CH3:2])[CH3:3])=[O:7])[CH2:9]1)(=[O:23])=[O:22]. The catalyst class is: 1. (6) Reactant: C[O:2][C:3](=[O:35])[C:4]1[CH2:5][C:6]([NH:14][C:15](=[O:34])[CH2:16][O:17][C:18]2[CH:23]=[CH:22][C:21]([C:24]34[CH2:33][CH:28]5[CH2:29][CH:30]([CH2:32][CH:26]([CH2:27]5)[CH2:25]3)[CH2:31]4)=[CH:20][CH:19]=2)([CH:11]=[CH:12][CH:13]=1)[C:7]([O:9]C)=[O:8].Cl. The catalyst class is: 38. Product: [C:24]12([C:21]3[CH:22]=[CH:23][C:18]([O:17][CH2:16][C:15]([NH:14][C:6]4([C:7]([OH:9])=[O:8])[CH:11]=[CH:12][CH:13]=[C:4]([C:3]([OH:35])=[O:2])[CH2:5]4)=[O:34])=[CH:19][CH:20]=3)[CH2:33][CH:28]3[CH2:27][CH:26]([CH2:32][CH:30]([CH2:29]3)[CH2:31]1)[CH2:25]2.